Dataset: Full USPTO retrosynthesis dataset with 1.9M reactions from patents (1976-2016). Task: Predict the reactants needed to synthesize the given product. Given the product [NH2:8][C@H:9]1[CH2:13][CH2:12][N:11]([S:14]([C:17]2[C:18]3[C:19]([Cl:27])=[CH:20][N:21]=[C:22]([OH:32])[C:23]=3[CH:24]=[CH:25][CH:26]=2)(=[O:16])=[O:15])[CH2:10]1.[ClH:27], predict the reactants needed to synthesize it. The reactants are: C(OC([NH:8][C@H:9]1[CH2:13][CH2:12][N:11]([S:14]([C:17]2[C:18]3[C:19]([Cl:27])=[CH:20][N:21]=[CH:22][C:23]=3[CH:24]=[CH:25][CH:26]=2)(=[O:16])=[O:15])[CH2:10]1)=O)(C)(C)C.C([O:32]C(NC1CCN(S(C2C3C(Br)=CN=CC=3C=CC=2)(=O)=O)C1)=O)(C)(C)C.